From a dataset of Forward reaction prediction with 1.9M reactions from USPTO patents (1976-2016). Predict the product of the given reaction. (1) Given the reactants [CH3:1][O:2][C:3]1[CH:8]=[CH:7][CH:6]=[CH:5][C:4]=1[OH:9].C(=O)([O-])[O-].[K+].[K+].Br[CH2:17][CH2:18][NH:19][C:20](=[O:26])[O:21][C:22]([CH3:25])([CH3:24])[CH3:23], predict the reaction product. The product is: [CH3:1][O:2][C:3]1[CH:8]=[CH:7][CH:6]=[CH:5][C:4]=1[O:9][CH2:17][CH2:18][NH:19][C:20](=[O:26])[O:21][C:22]([CH3:25])([CH3:24])[CH3:23]. (2) Given the reactants CS(O[CH2:6][CH2:7][C@H:8]([NH:15][C:16]([C@H:18]1[N:22]([S:23]([C:26]2[CH:31]=[CH:30][C:29]([C:32]3[CH:37]=[CH:36][CH:35]=[CH:34][CH:33]=3)=[CH:28][CH:27]=2)(=[O:25])=[O:24])[CH2:21][CH2:20][S:19]1)=[O:17])[C:9]1[CH:14]=[CH:13][CH:12]=[CH:11][CH:10]=1)(=O)=O.[N:38]1[CH:43]=[CH:42][CH:41]=[CH:40][C:39]=1[CH2:44][CH2:45][NH2:46], predict the reaction product. The product is: [C:29]1([C:32]2[CH:37]=[CH:36][CH:35]=[CH:34][CH:33]=2)[CH:30]=[CH:31][C:26]([S:23]([N:22]2[CH2:21][CH2:20][S:19][CH:18]2[C:16]([NH:15][CH:8]([C:9]2[CH:14]=[CH:13][CH:12]=[CH:11][CH:10]=2)[CH2:7][CH2:6][NH:46][CH2:45][CH2:44][C:39]2[CH:40]=[CH:41][CH:42]=[CH:43][N:38]=2)=[O:17])(=[O:25])=[O:24])=[CH:27][CH:28]=1. (3) The product is: [Cl:1][C:2]1[CH:3]=[C:4]2[C:8](=[CH:9][CH:10]=1)[N:7]([S:11]([C:14]1[CH:22]=[CH:21][C:20]([C:38]([NH:34][C:31]3[S:32][CH:33]=[C:29]([C:24]4[CH:25]=[CH:26][CH:27]=[CH:28][N:23]=4)[N:30]=3)=[O:39])=[CH:16][CH:15]=1)(=[O:13])=[O:12])[CH2:6][CH2:5]2. Given the reactants [Cl:1][C:2]1[CH:3]=[C:4]2[C:8](=[CH:9][CH:10]=1)[N:7]([S:11]([C:14]1[CH:15]=[C:16]([CH:20]=[CH:21][CH:22]=1)C(O)=O)(=[O:13])=[O:12])[CH2:6][CH2:5]2.[N:23]1[CH:28]=[CH:27][CH:26]=[CH:25][C:24]=1[C:29]1[N:30]=[C:31]([NH2:34])[S:32][CH:33]=1.CN([CH:38]=[O:39])C, predict the reaction product.